From a dataset of Forward reaction prediction with 1.9M reactions from USPTO patents (1976-2016). Predict the product of the given reaction. (1) Given the reactants FC(F)(F)C(O)=O.C(=O)([O-])[O-].[K+].[K+].[Cl:14][C:15]1[N:16]=[CH:17][CH:18]=[C:19]2[CH:23]=[CH:22][NH:21][C:20]=12.[CH3:24][Si:25]([CH3:32])([CH3:31])[CH2:26][CH2:27][O:28][CH2:29]Cl.[H-].[Na+], predict the reaction product. The product is: [Cl:14][C:15]1[N:16]=[CH:17][CH:18]=[C:19]2[CH:23]=[CH:22][N:21]([CH2:29][O:28][CH2:27][CH2:26][Si:25]([CH3:32])([CH3:31])[CH3:24])[C:20]=12. (2) The product is: [CH:16]([C:15]1[N:20]=[C:9]([C:8]2[CH:7]=[N:6][CH:5]=[CH:4][C:3]=2[C:2]([F:1])([F:14])[F:13])[O:11][N:19]=1)([CH3:18])[CH3:17]. Given the reactants [F:1][C:2]([F:14])([F:13])[C:3]1[C:8]([C:9]([O:11]C)=O)=[CH:7][N:6]=[CH:5][CH:4]=1.[C:15](=[N:20]O)([NH2:19])[CH:16]([CH3:18])[CH3:17].[O-]CC.[Na+], predict the reaction product. (3) Given the reactants Cl[C:2]1[N:7]=[C:6]([C:8]([F:11])([F:10])[F:9])[N:5]=[C:4]([NH:12][CH:13]2[CH2:18][CH2:17][N:16]([C:19]([O:21][C:22]([CH3:25])([CH3:24])[CH3:23])=[O:20])[CH2:15][CH2:14]2)[CH:3]=1.C([Sn](CCCC)(CCCC)/[CH:31]=[CH:32]\[O:33][CH2:34][CH3:35])CCC, predict the reaction product. The product is: [CH2:34]([O:33]/[CH:32]=[CH:31]\[C:2]1[N:7]=[C:6]([C:8]([F:11])([F:10])[F:9])[N:5]=[C:4]([NH:12][CH:13]2[CH2:18][CH2:17][N:16]([C:19]([O:21][C:22]([CH3:25])([CH3:24])[CH3:23])=[O:20])[CH2:15][CH2:14]2)[CH:3]=1)[CH3:35]. (4) Given the reactants [C:1]([O:5][C:6]([NH:8][CH2:9][C:10]1[CH:18]=[CH:17][C:13]([C:14]([OH:16])=O)=[CH:12][CH:11]=1)=[O:7])([CH3:4])([CH3:3])[CH3:2].[Cl-].COC1N=C(OC)N=C([N+]2(C)CCOCC2)N=1.[C:37]1([NH2:44])[CH:42]=[CH:41][CH:40]=[CH:39][C:38]=1[NH2:43], predict the reaction product. The product is: [NH2:43][C:38]1[CH:39]=[CH:40][CH:41]=[CH:42][C:37]=1[NH:44][C:14]([C:13]1[CH:12]=[CH:11][C:10]([CH2:9][NH:8][C:6](=[O:7])[O:5][C:1]([CH3:2])([CH3:3])[CH3:4])=[CH:18][CH:17]=1)=[O:16]. (5) The product is: [N:1]1([C:10]2[S:14][C:13]([CH:15]([OH:20])[CH2:16][CH2:17][CH2:18][CH3:19])=[CH:12][CH:11]=2)[C:5]2[CH:6]=[CH:7][CH:8]=[CH:9][C:4]=2[N:3]=[CH:2]1. Given the reactants [N:1]1([C:10]2[S:14][C:13]([C:15](=[O:20])[CH2:16][CH2:17][CH2:18][CH3:19])=[CH:12][CH:11]=2)[C:5]2[CH:6]=[CH:7][CH:8]=[CH:9][C:4]=2[N:3]=[CH:2]1.[BH4-].[Na+], predict the reaction product. (6) Given the reactants [S:1]1[CH:5]=[CH:4][C:3]2[S:6][CH:7]=[CH:8][C:2]1=2.C([Li])(C)(C)C.[CH3:14][Sn:15](Cl)([CH3:17])[CH3:16], predict the reaction product. The product is: [CH3:14][Sn:15]([CH3:17])([CH3:16])[SH:1]1[CH:5]=[C:4]([Sn:15]([CH3:17])([CH3:16])[CH3:14])[C:3]2[S:6][CH:7]=[CH:8][C:2]1=2. (7) Given the reactants [Cl:1][C:2]1[CH:3]=[C:4]([C:12]([OH:14])=O)[CH:5]=[N:6][C:7]=1[O:8][CH:9]([CH3:11])[CH3:10].CCN=C=NCCCN(C)C.C1C=CC2N(O)N=NC=2C=1.[F:36][C:37]1[C:45](/[C:46](/[NH:49]O)=[N:47]/[H])=[C:44]2[C:40]([C:41]([CH2:51][CH2:52][C:53]([O:55][CH2:56][CH3:57])=[O:54])=[CH:42][NH:43]2)=[CH:39][CH:38]=1, predict the reaction product. The product is: [Cl:1][C:2]1[CH:3]=[C:4]([C:12]2[O:14][N:47]=[C:46]([C:45]3[C:37]([F:36])=[CH:38][CH:39]=[C:40]4[C:44]=3[NH:43][CH:42]=[C:41]4[CH2:51][CH2:52][C:53]([O:55][CH2:56][CH3:57])=[O:54])[N:49]=2)[CH:5]=[N:6][C:7]=1[O:8][CH:9]([CH3:10])[CH3:11].